From a dataset of Peptide-MHC class II binding affinity with 134,281 pairs from IEDB. Regression. Given a peptide amino acid sequence and an MHC pseudo amino acid sequence, predict their binding affinity value. This is MHC class II binding data. (1) The binding affinity (normalized) is 0.379. The MHC is DRB3_0101 with pseudo-sequence DRB3_0101. The peptide sequence is GFTRRFKFLLNISYL. (2) The MHC is DRB1_1001 with pseudo-sequence DRB1_1001. The peptide sequence is IRDKVQKEYALFYKLDVV. The binding affinity (normalized) is 0.855. (3) The peptide sequence is SQDVELSWNLNGLQAY. The MHC is HLA-DQA10301-DQB10302 with pseudo-sequence HLA-DQA10301-DQB10302. The binding affinity (normalized) is 0.313. (4) The peptide sequence is RSIQDNQVAYLIIGIK. The MHC is DRB4_0103 with pseudo-sequence DRB4_0103. The binding affinity (normalized) is 0.652. (5) The peptide sequence is AAATAGTTVYVAFAA. The MHC is HLA-DPA10103-DPB10401 with pseudo-sequence HLA-DPA10103-DPB10401. The binding affinity (normalized) is 0.193. (6) The peptide sequence is EGVHGGTWVSATLEQ. The MHC is DRB5_0101 with pseudo-sequence DRB5_0101. The binding affinity (normalized) is 0.0766.